Dataset: Peptide-MHC class II binding affinity with 134,281 pairs from IEDB. Task: Regression. Given a peptide amino acid sequence and an MHC pseudo amino acid sequence, predict their binding affinity value. This is MHC class II binding data. (1) The peptide sequence is IMRIKKLTITGKGTL. The MHC is DRB1_0701 with pseudo-sequence DRB1_0701. The binding affinity (normalized) is 0.602. (2) The peptide sequence is KSLAGPISQHNHRPG. The MHC is DRB1_0401 with pseudo-sequence DRB1_0401. The binding affinity (normalized) is 0.112. (3) The peptide sequence is KKGAAWTVYVGIVTMLSK. The MHC is DRB3_0301 with pseudo-sequence DRB3_0301. The binding affinity (normalized) is 0.719. (4) The peptide sequence is GELQIVDEIDAAFKI. The MHC is DRB4_0101 with pseudo-sequence DRB4_0103. The binding affinity (normalized) is 0.591. (5) The peptide sequence is PTIGVGGNFAGGGFG. The MHC is HLA-DPA10201-DPB10501 with pseudo-sequence HLA-DPA10201-DPB10501. The binding affinity (normalized) is 0.0631. (6) The binding affinity (normalized) is 0. The peptide sequence is TVVMQVKVPKGAPCR. The MHC is DRB1_1302 with pseudo-sequence DRB1_1302. (7) The MHC is HLA-DQA10201-DQB10202 with pseudo-sequence HLA-DQA10201-DQB10202. The peptide sequence is AGGAGGVGAVGGKGG. The binding affinity (normalized) is 0.0770.